Dataset: Reaction yield outcomes from USPTO patents with 853,638 reactions. Task: Predict the reaction yield, written as a fraction of the theoretical maximum amount of product (1.0 means a 100% yield; for example, 0.34 means a 34% yield). (1) The catalyst is CC#N. The product is [CH2:18]([CH:22]1[CH2:27][CH2:26][N:25]([CH2:13][C@@H:12]([CH3:15])[CH2:11][N:6]2[C:5]3[CH:16]=[CH:17][C:2]([F:1])=[CH:3][C:4]=3[O:9][CH2:8][C:7]2=[O:10])[CH2:24][CH2:23]1)[CH2:19][CH2:20][CH3:21]. The reactants are [F:1][C:2]1[CH:17]=[CH:16][C:5]2[N:6]([CH2:11][C@H:12]([CH3:15])[CH2:13]I)[C:7](=[O:10])[CH2:8][O:9][C:4]=2[CH:3]=1.[CH2:18]([CH:22]1[CH2:27][CH2:26][NH:25][CH2:24][CH2:23]1)[CH2:19][CH2:20][CH3:21]. The yield is 0.630. (2) The reactants are [CH3:1][O:2][C:3]1[CH:4]=[CH:5][C:6]2[N:10]=[C:9]([SH:11])[NH:8][C:7]=2[CH:12]=1.[H-].[Na+].[CH2:15]([O:17][C:18](=[O:21])[CH2:19]Br)[CH3:16]. The catalyst is CN(C=O)C. The product is [CH2:15]([O:17][C:18](=[O:21])[CH2:19][S:11][C:9]1[NH:8][C:7]2[CH:12]=[C:3]([O:2][CH3:1])[CH:4]=[CH:5][C:6]=2[N:10]=1)[CH3:16]. The yield is 0.990.